This data is from Peptide-MHC class I binding affinity with 185,985 pairs from IEDB/IMGT. The task is: Regression. Given a peptide amino acid sequence and an MHC pseudo amino acid sequence, predict their binding affinity value. This is MHC class I binding data. (1) The peptide sequence is LVKSGLTEV. The MHC is HLA-A02:01 with pseudo-sequence HLA-A02:01. The binding affinity (normalized) is 0.318. (2) The peptide sequence is TLLGLILFV. The MHC is HLA-B07:02 with pseudo-sequence HLA-B07:02. The binding affinity (normalized) is 0.